The task is: Predict which catalyst facilitates the given reaction.. This data is from Catalyst prediction with 721,799 reactions and 888 catalyst types from USPTO. (1) Reactant: COC1C=C(OC)C=CC=1C[N:6]([C:38]1[CH:43]=[CH:42][N:41]=[CH:40][N:39]=1)[S:7]([C:10]1[CH:15]=[C:14]([CH3:16])[C:13]([O:17][C@H:18]2[CH2:22][CH2:21][CH2:20][C@@H:19]2[C:23]2[C:24]([N+:34]([O-])=O)=[N:25][N:26](C3CCCCO3)[CH:27]=2)=[CH:12][C:11]=1[F:37])(=[O:9])=[O:8].C([SiH](CC)CC)C.FC(F)(F)C(O)=O.ClCCl. Product: [NH2:34][C:24]1[C:23]([C@H:19]2[CH2:20][CH2:21][CH2:22][C@@H:18]2[O:17][C:13]2[C:14]([CH3:16])=[CH:15][C:10]([S:7]([NH:6][C:38]3[CH:43]=[CH:42][N:41]=[CH:40][N:39]=3)(=[O:9])=[O:8])=[C:11]([F:37])[CH:12]=2)=[CH:27][NH:26][N:25]=1. The catalyst class is: 5. (2) Product: [C:1]1(=[O:7])[NH:8][C:4](=[O:5])[CH:3]=[CH:2]1.[CH2:1]=[CH:2][C:3]1[CH:4]=[CH:4][CH:3]=[CH:2][CH:1]=1. Reactant: [C:1]1(=[O:7])O[C:4](=[O:5])[CH:3]=[CH:2]1.[NH3:8]. The catalyst class is: 6. (3) Reactant: Cl[C:2]1[C:11]2[C:6](=[CH:7][C:8]([CH2:12][N:13]3[CH2:18][CH2:17][N:16]([S:19]([CH:22]=[CH:23][C:24]4[S:25][C:26]([Cl:29])=[CH:27][CH:28]=4)(=[O:21])=[O:20])[CH2:15][C:14]3=[O:30])=[CH:9][CH:10]=2)[N:5]=[N:4][CH:3]=1.C1(O)C=CC=CC=1.C([O-])(=O)C.[NH4+:42]. Product: [NH2:42][C:2]1[C:11]2[C:6](=[CH:7][C:8]([CH2:12][N:13]3[CH2:18][CH2:17][N:16]([S:19]([CH:22]=[CH:23][C:24]4[S:25][C:26]([Cl:29])=[CH:27][CH:28]=4)(=[O:20])=[O:21])[CH2:15][C:14]3=[O:30])=[CH:9][CH:10]=2)[N:5]=[N:4][CH:3]=1. The catalyst class is: 13. (4) Reactant: [C:1]([O:5][C:6]([NH:8][CH2:9][C:10]1[CH:11]=[C:12]([CH:17]=[CH:18][CH:19]=1)[C:13](OC)=[O:14])=[O:7])([CH3:4])([CH3:3])[CH3:2].C1(C)C=CC=CC=1.[H-].COCCO[Al+]OCCOC.[Na+].[H-].[OH-].[Na+]. Product: [OH:14][CH2:13][C:12]1[CH:11]=[C:10]([CH:19]=[CH:18][CH:17]=1)[CH2:9][NH:8][C:6](=[O:7])[O:5][C:1]([CH3:3])([CH3:4])[CH3:2]. The catalyst class is: 22.